Dataset: Drug-induced liver injury (DILI) classification data. Task: Regression/Classification. Given a drug SMILES string, predict its toxicity properties. Task type varies by dataset: regression for continuous values (e.g., LD50, hERG inhibition percentage) or binary classification for toxic/non-toxic outcomes (e.g., AMES mutagenicity, cardiotoxicity, hepatotoxicity). Dataset: dili. (1) The drug is COC(=O)Nc1nc2ccc(C(=O)c3ccccc3)cc2[nH]1. The result is 1 (causes liver injury). (2) The compound is CC(=O)Oc1cc(C(C)C)c(OCCN(C)C)cc1C. The result is 1 (causes liver injury). (3) The result is 0 (no liver injury). The drug is O=C(O)c1ccccc1O. (4) The molecule is CC(=O)OCC1=C(C(=O)O)N2C(=O)C(NC(=O)Cc3cccs3)C2SC1. The result is 1 (causes liver injury).